This data is from Forward reaction prediction with 1.9M reactions from USPTO patents (1976-2016). The task is: Predict the product of the given reaction. (1) Given the reactants [NH2:1][C:2]1[CH:7]=[CH:6][CH:5]=[CH:4][C:3]=1[CH2:8][OH:9].Cl.[N:11]([O-])=O.[Na+].[CH3:15][C:16]1[CH:17]=[C:18]([OH:23])[CH:19]=[C:20]([CH3:22])[CH:21]=1.C([O-])([O-])=O.[Na+].[Na+], predict the reaction product. The product is: [OH:9][CH2:8][C:3]1[CH:4]=[CH:5][CH:6]=[CH:7][C:2]=1/[N:1]=[N:11]/[C:21]1[C:20]([CH3:22])=[CH:19][C:18]([OH:23])=[CH:17][C:16]=1[CH3:15]. (2) Given the reactants [CH2:1]([C:3]1[N:13]([CH2:14][C:15]2[CH:16]=[C:17]([CH:20]=[CH:21][CH:22]=2)[CH2:18][OH:19])[C:6]2=[N:7][C:8]([CH3:12])=[CH:9][C:10]([CH3:11])=[C:5]2[N:4]=1)[CH3:2], predict the reaction product. The product is: [CH2:1]([C:3]1[N:13]([CH2:14][C:15]2[CH:16]=[C:17]([CH:20]=[CH:21][CH:22]=2)[CH:18]=[O:19])[C:6]2=[N:7][C:8]([CH3:12])=[CH:9][C:10]([CH3:11])=[C:5]2[N:4]=1)[CH3:2]. (3) Given the reactants [Cl:1][C:2]1[N:3]=[C:4]([N:13]2[CH2:18][CH2:17][O:16][CH2:15][CH2:14]2)[C:5]2[S:10][C:9]([CH:11]=O)=[CH:8][C:6]=2[N:7]=1.[CH3:19][N:20]([CH3:30])[C:21](=[O:29])[CH2:22][N:23]1[CH2:28][CH2:27][NH:26][CH2:25][CH2:24]1, predict the reaction product. The product is: [Cl:1][C:2]1[N:3]=[C:4]([N:13]2[CH2:18][CH2:17][O:16][CH2:15][CH2:14]2)[C:5]2[S:10][C:9]([CH2:11][N:26]3[CH2:25][CH2:24][N:23]([CH2:22][C:21]([N:20]([CH3:30])[CH3:19])=[O:29])[CH2:28][CH2:27]3)=[CH:8][C:6]=2[N:7]=1. (4) Given the reactants [Cl:1][C:2]1[C:11]2[C:6](=[C:7]([NH:12][CH:13]3[CH2:18][CH2:17][N:16](C(OC(C)(C)C)=O)[CH2:15][CH2:14]3)[CH:8]=[CH:9][CH:10]=2)[CH:5]=[CH:4][N:3]=1.COC1C=CC(C[NH2:33])=CC=1.C(P(C(C)(C)C)C1C=CC=CC=1C1C=CC=CC=1)(C)(C)C.CC(C)([O-])C.[Na+], predict the reaction product. The product is: [ClH:1].[NH2:33][C:2]1[C:11]2[C:6](=[C:7]([NH:12][CH:13]3[CH2:18][CH2:17][NH:16][CH2:15][CH2:14]3)[CH:8]=[CH:9][CH:10]=2)[CH:5]=[CH:4][N:3]=1.